Dataset: Reaction yield outcomes from USPTO patents with 853,638 reactions. Task: Predict the reaction yield, written as a fraction of the theoretical maximum amount of product (1.0 means a 100% yield; for example, 0.34 means a 34% yield). (1) The reactants are [CH3:1][O:2][C:3]1[CH:8]=[CH:7][CH:6]=[CH:5][C:4]=1[S:9]([N:12]([CH3:31])[C:13]1[CH:14]=[CH:15][CH:16]=[C:17]2[C:21]=1[NH:20][C:19]([C:22]1[S:23][CH:24]([CH2:27][C:28]([OH:30])=O)[CH2:25][N:26]=1)=[CH:18]2)(=[O:11])=[O:10].C[N:33](C)C=O.Cl.CN(C)CCCN=C=NCC. The catalyst is C(OCC)(=O)C. The product is [CH3:1][O:2][C:3]1[CH:8]=[CH:7][CH:6]=[CH:5][C:4]=1[S:9]([N:12]([CH3:31])[C:13]1[CH:14]=[CH:15][CH:16]=[C:17]2[C:21]=1[NH:20][C:19]([C:22]1[S:23][CH:24]([CH2:27][C:28]([NH2:33])=[O:30])[CH2:25][N:26]=1)=[CH:18]2)(=[O:11])=[O:10]. The yield is 0.570. (2) The reactants are [Br:1][C:2]1[C:3]([O:9][CH3:10])=[C:4]([CH:6]=[CH:7][CH:8]=1)[NH2:5].[N:11]([O-])=O.[Na+].[Sn](Cl)Cl. The yield is 0.420. The product is [Br:1][C:2]1[C:3]([O:9][CH3:10])=[C:4]([NH:5][NH2:11])[CH:6]=[CH:7][CH:8]=1. The catalyst is Cl.O. (3) No catalyst specified. The reactants are [OH:1][CH2:2][C:3]([CH3:9])([CH3:8])[C:4](OC)=[O:5].[CH3:10][NH2:11]. The yield is 0.510. The product is [OH:1][CH2:2][C:3]([CH3:9])([CH3:8])[C:4]([NH:11][CH3:10])=[O:5]. (4) The reactants are [CH3:1][Zn]C.[I:4][C:5]1[CH:12]=[CH:11][C:8]([CH:9]=[O:10])=[C:7]([N+:13]([O-:15])=[O:14])[CH:6]=1. The catalyst is ClCCl.CC(C)[O-].[Ti+4].CC(C)[O-].CC(C)[O-].CC(C)[O-]. The product is [I:4][C:5]1[CH:12]=[CH:11][C:8]([CH:9]([OH:10])[CH3:1])=[C:7]([N+:13]([O-:15])=[O:14])[CH:6]=1. The yield is 0.480. (5) The yield is 0.633. The product is [F:22][C:23]1[CH:24]=[C:25]2[C:29](=[CH:30][C:31]=1[NH:32][C:33](=[O:38])[C:34]([OH:37])([CH3:36])[CH3:35])[NH:28][C:27](=[O:39])[C:26]2=[CH:20][C:3]1[NH:4][C:5]2[CH2:10][CH2:9][N:8]([CH2:11][CH2:12][N:13]3[CH2:14][CH2:15][O:16][CH2:17][CH2:18]3)[C:7](=[O:19])[C:6]=2[C:2]=1[CH3:1]. The reactants are [CH3:1][C:2]1[C:6]2[C:7](=[O:19])[N:8]([CH2:11][CH2:12][N:13]3[CH2:18][CH2:17][O:16][CH2:15][CH2:14]3)[CH2:9][CH2:10][C:5]=2[NH:4][C:3]=1[CH:20]=O.[F:22][C:23]1[CH:24]=[C:25]2[C:29](=[CH:30][C:31]=1[NH:32][C:33](=[O:38])[C:34]([OH:37])([CH3:36])[CH3:35])[NH:28][C:27](=[O:39])[CH2:26]2. No catalyst specified. (6) The reactants are [NH2:1][C:2]1[C:7]2[O:8][CH2:9][O:10][C:6]=2[C:5]([C:11]([OH:13])=O)=[CH:4][C:3]=1[Cl:14].C([N:17]1[CH:21]=[CH:20][N:19]=[CH:18]1)([N:17]1[CH:21]=[CH:20][N:19]=[CH:18]1)=O. The catalyst is C(#N)C. The product is [NH2:1][C:2]1[C:7]2[O:8][CH2:9][O:10][C:6]=2[C:5]([C:11]([N:17]2[CH:21]=[CH:20][N:19]=[CH:18]2)=[O:13])=[CH:4][C:3]=1[Cl:14]. The yield is 0.750. (7) The reactants are Cl[C:2]1[CH:7]=[CH:6][C:5]([C:8]([F:11])([F:10])[F:9])=[CH:4][N:3]=1.[O:12]1[C:16]2[CH:17]=[CH:18][CH:19]=[CH:20][C:15]=2[CH:14]=[C:13]1B(O)O.C1(C)C=CC=CC=1.C(=O)([O-])[O-].[Na+].[Na+]. The catalyst is C1C=CC([P]([Pd]([P](C2C=CC=CC=2)(C2C=CC=CC=2)C2C=CC=CC=2)([P](C2C=CC=CC=2)(C2C=CC=CC=2)C2C=CC=CC=2)[P](C2C=CC=CC=2)(C2C=CC=CC=2)C2C=CC=CC=2)(C2C=CC=CC=2)C2C=CC=CC=2)=CC=1.O.C(OCC)(=O)C.C(O)C. The product is [F:9][C:8]([F:11])([F:10])[C:5]1[CH:6]=[CH:7][C:2]([C:13]2[O:12][C:16]3[CH:17]=[CH:18][CH:19]=[CH:20][C:15]=3[CH:14]=2)=[N:3][CH:4]=1. The yield is 0.177. (8) The reactants are [CH:1]([C:3]1[N:7]([CH3:8])[CH:6]=[C:5]([C:9]([O:11]C)=[O:10])[CH:4]=1)=[O:2].[CH3:13]O.[OH-].[Na+]. The catalyst is O. The product is [CH3:13][C:6]1[N:7]([CH3:8])[C:3]([CH:1]=[O:2])=[CH:4][C:5]=1[C:9]([OH:11])=[O:10]. The yield is 0.850. (9) The reactants are [CH3:1][O:2][C:3]([C:5]1[CH:6]=[CH:7][C:8]([C:11]([OH:13])=O)=[N:9][CH:10]=1)=[O:4].[NH:14]1[CH2:18][CH2:17][CH2:16][CH2:15]1. No catalyst specified. The product is [N:14]1([C:11]([C:8]2[CH:7]=[CH:6][C:5]([C:3]([O:2][CH3:1])=[O:4])=[CH:10][N:9]=2)=[O:13])[CH2:18][CH2:17][CH2:16][CH2:15]1. The yield is 0.360. (10) The reactants are [H-].[Na+].[Cl:3][CH:4]([C:9]([CH3:11])=[O:10])[C:5]([O:7][CH3:8])=[O:6].[Li]CCCC.[CH:17]1([C:22](=[O:35])[CH2:23][CH2:24][C:25]2[CH:30]=[CH:29][C:28]([CH:31]([F:33])[F:32])=[C:27]([F:34])[CH:26]=2)[CH2:21][CH2:20][CH2:19][CH2:18]1.[NH4+].[Cl-]. The catalyst is C1COCC1.C(OCC)(=O)C. The product is [Cl:3][CH:4]([C:9](=[O:10])[CH2:11][C:22]([CH:17]1[CH2:21][CH2:20][CH2:19][CH2:18]1)([OH:35])[CH2:23][CH2:24][C:25]1[CH:30]=[CH:29][C:28]([CH:31]([F:32])[F:33])=[C:27]([F:34])[CH:26]=1)[C:5]([O:7][CH3:8])=[O:6]. The yield is 0.560.